This data is from Catalyst prediction with 721,799 reactions and 888 catalyst types from USPTO. The task is: Predict which catalyst facilitates the given reaction. (1) Reactant: [Br:1][C:2]1[N:3]=[C:4]([Cl:16])[C:5]([NH:8][NH:9]C(=O)C(F)(F)F)=[N:6][CH:7]=1.Cl. Product: [Br:1][C:2]1[N:3]=[C:4]([Cl:16])[C:5]([NH:8][NH2:9])=[N:6][CH:7]=1. The catalyst class is: 14. (2) Reactant: [Cl:1]COC1C(=O)C(C)=C(OC)C(=O)C=1C.[CH2:16]([C:18]1[C:19](=[O:30])[C:20]([CH2:28]O)=[C:21]([CH3:27])[C:22](=[O:26])[C:23]=1[O:24][CH3:25])[CH3:17].P(Cl)(Cl)Cl.CN(C=O)C. Product: [Cl:1][CH2:28][C:20]1[C:19](=[O:30])[C:18]([CH2:16][CH3:17])=[C:23]([O:24][CH3:25])[C:22](=[O:26])[C:21]=1[CH3:27]. The catalyst class is: 1. (3) Reactant: [Br:1][C:2]1[CH:42]=[CH:41][CH:40]=[CH:39][C:3]=1[CH2:4][C:5]1[O:6][C:7]([CH3:38])=[C:8]([CH3:37])[C:9]=1[C:10]([C:12]1[CH:31]=[CH:30][C:15]([O:16][S:17]([C:20]2[CH:28]=[CH:27][C:23]([C:24]([OH:26])=[O:25])=[C:22]([OH:29])[CH:21]=2)(=[O:19])=[O:18])=[C:14]([CH:32]2[CH2:36][CH2:35][CH2:34][CH2:33]2)[CH:13]=1)=[O:11].[I-].[Mg+2].[I-].[C:46](OC(=O)C)(=[O:48])[CH3:47]. Product: [C:46]([O:29][C:22]1[CH:21]=[C:20]([S:17]([O:16][C:15]2[CH:30]=[CH:31][C:12]([C:10]([C:9]3[C:8]([CH3:37])=[C:7]([CH3:38])[O:6][C:5]=3[CH2:4][C:3]3[CH:39]=[CH:40][CH:41]=[CH:42][C:2]=3[Br:1])=[O:11])=[CH:13][C:14]=2[CH:32]2[CH2:36][CH2:35][CH2:34][CH2:33]2)(=[O:19])=[O:18])[CH:28]=[CH:27][C:23]=1[C:24]([OH:26])=[O:25])(=[O:48])[CH3:47]. The catalyst class is: 28. (4) Reactant: [CH3:1][O:2][C:3]1[CH:4]=[C:5]2[C:10](=[CH:11][C:12]=1[O:13][CH3:14])[N:9]=[CH:8][CH:7]=[C:6]2[O:15][C:16]1[CH:21]=[CH:20][C:19]([NH:22][C:23](=O)[CH2:24][CH2:25][O:26][C:27]2[CH:32]=[CH:31][CH:30]=[CH:29][C:28]=2[Cl:33])=[CH:18][CH:17]=1.Cl.[OH-].[Na+]. Product: [Cl:33][C:28]1[CH:29]=[CH:30][CH:31]=[CH:32][C:27]=1[O:26][CH2:25][CH2:24][CH2:23][NH:22][C:19]1[CH:20]=[CH:21][C:16]([O:15][C:6]2[C:5]3[C:10](=[CH:11][C:12]([O:13][CH3:14])=[C:3]([O:2][CH3:1])[CH:4]=3)[N:9]=[CH:8][CH:7]=2)=[CH:17][CH:18]=1. The catalyst class is: 7. (5) Reactant: [Cl:1][C:2]1[CH:7]=[C:6]([NH2:8])[CH:5]=[CH:4][N:3]=1.C[Al](C)C.[Cl:13][C:14]1[CH:15]=[C:16]([N:21]2[C:25]([CH3:26])=[C:24]([C:27](OCC)=[O:28])[N:23]=[N:22]2)[CH:17]=[CH:18][C:19]=1[F:20].CCOC(C)=O. Product: [Cl:13][C:14]1[CH:15]=[C:16]([N:21]2[C:25]([CH3:26])=[C:24]([C:27]([NH:8][C:6]3[CH:5]=[CH:4][N:3]=[C:2]([Cl:1])[CH:7]=3)=[O:28])[N:23]=[N:22]2)[CH:17]=[CH:18][C:19]=1[F:20]. The catalyst class is: 12.